This data is from Full USPTO retrosynthesis dataset with 1.9M reactions from patents (1976-2016). The task is: Predict the reactants needed to synthesize the given product. (1) Given the product [C:1]([O:5][C:6]([N:8]1[CH2:13][CH2:12][C@@H:11]([C:14]2[CH:19]=[CH:18][C:17]([F:20])=[CH:16][CH:15]=2)[C@H:10]([CH2:21][OH:22])[CH2:9]1)=[O:7])([CH3:4])([CH3:3])[CH3:2], predict the reactants needed to synthesize it. The reactants are: [C:1]([O:5][C:6]([N:8]1[CH2:13][CH2:12][C@@H:11]([C:14]2[CH:19]=[CH:18][C:17]([F:20])=[CH:16][CH:15]=2)[C@H:10]([C:21](O)=[O:22])[CH2:9]1)=[O:7])([CH3:4])([CH3:3])[CH3:2]. (2) Given the product [CH2:37]([O:36][C:29]1[C:30]([C:32]([F:35])([F:34])[F:33])=[CH:31][C:25]2[NH:24][C:23](=[O:39])[CH2:22][C:21]([C:17]3[CH:16]=[C:15]([C:11]4[CH:12]=[CH:13][CH:14]=[C:9]([S:6]([NH2:5])(=[O:7])=[O:8])[CH:10]=4)[CH:20]=[CH:19][CH:18]=3)=[N:27][C:26]=2[CH:28]=1)[CH3:38], predict the reactants needed to synthesize it. The reactants are: C([NH:5][S:6]([C:9]1[CH:10]=[C:11]([C:15]2[CH:20]=[CH:19][CH:18]=[C:17]([C:21]3[CH2:22][C:23](=[O:39])[NH:24][C:25]4[CH:31]=[C:30]([C:32]([F:35])([F:34])[F:33])[C:29]([O:36][CH2:37][CH3:38])=[CH:28][C:26]=4[N:27]=3)[CH:16]=2)[CH:12]=[CH:13][CH:14]=1)(=[O:8])=[O:7])(C)(C)C.C(O)(C(F)(F)F)=O.